Dataset: Catalyst prediction with 721,799 reactions and 888 catalyst types from USPTO. Task: Predict which catalyst facilitates the given reaction. (1) Reactant: CN(C(ON1N=NC2C=CC=NC1=2)=[N+](C)C)C.F[P-](F)(F)(F)(F)F.[C:25]([O:29][C:30]([NH:32][C:33]1[C:34]([C:43](O)=[O:44])=[CH:35][C:36]2[C:41]([CH:42]=1)=[CH:40][CH:39]=[CH:38][CH:37]=2)=[O:31])([CH3:28])([CH3:27])[CH3:26].Cl.[NH2:47][C@@H:48]([CH:53]1[CH2:58][CH2:57][CH2:56][CH2:55][CH2:54]1)[C:49]([O:51][CH3:52])=[O:50].C(N(C(C)C)CC)(C)C. Product: [C:25]([O:29][C:30]([NH:32][C:33]1[C:34]([C:43]([NH:47][C@@H:48]([CH:53]2[CH2:58][CH2:57][CH2:56][CH2:55][CH2:54]2)[C:49]([O:51][CH3:52])=[O:50])=[O:44])=[CH:35][C:36]2[C:41]([CH:42]=1)=[CH:40][CH:39]=[CH:38][CH:37]=2)=[O:31])([CH3:28])([CH3:26])[CH3:27]. The catalyst class is: 3. (2) Reactant: [OH:1][C:2]1[CH:3]=[C:4]([SH:8])[CH:5]=[CH:6][CH:7]=1.Cl[C:10]1[N:14]([CH3:15])[N:13]=[C:12]([CH3:16])[C:11]=1[CH:17]=[O:18].C(=O)([O-])[O-].[K+].[K+].CN(C)C=O. Product: [OH:1][C:2]1[CH:3]=[C:4]([S:8][C:10]2[N:14]([CH3:15])[N:13]=[C:12]([CH3:16])[C:11]=2[CH:17]=[O:18])[CH:5]=[CH:6][CH:7]=1. The catalyst class is: 6. (3) Reactant: [Si]([O:8][CH2:9][CH2:10][CH2:11][NH:12][C:13]([C:15]1[S:16][C:17]([S:23][C:24]2[C:29]([Cl:30])=[CH:28][N:27]=[CH:26][C:25]=2[Cl:31])=[C:18]([N+:20]([O-:22])=[O:21])[CH:19]=1)=[O:14])(C(C)(C)C)(C)C.Cl. Product: [Cl:30][C:29]1[CH:28]=[N:27][CH:26]=[C:25]([Cl:31])[C:24]=1[S:23][C:17]1[S:16][C:15]([C:13]([NH:12][CH2:11][CH2:10][CH2:9][OH:8])=[O:14])=[CH:19][C:18]=1[N+:20]([O-:22])=[O:21]. The catalyst class is: 316. (4) Reactant: [CH3:1][O:2][C:3]1[CH:4]=[C:5]2[C:10](=[C:11]3[CH2:15][C:14]([CH3:17])([CH3:16])[O:13][C:12]=13)[C:9]([C:18]1[CH:23]=[CH:22][CH:21]=[CH:20][CH:19]=1)=[N:8][CH:7]([CH2:24][OH:25])[CH2:6]2.[CH3:26][S:27](Cl)(=[O:29])=[O:28].O. Product: [CH3:26][S:27]([O:25][CH2:24][CH:7]1[CH2:6][C:5]2[C:10](=[C:11]3[CH2:15][C:14]([CH3:17])([CH3:16])[O:13][C:12]3=[C:3]([O:2][CH3:1])[CH:4]=2)[C:9]([C:18]2[CH:23]=[CH:22][CH:21]=[CH:20][CH:19]=2)=[N:8]1)(=[O:29])=[O:28]. The catalyst class is: 17. (5) Reactant: [CH3:1][N:2]([CH3:35])[C:3](=[O:34])[NH:4][C@@H:5]1[CH2:10][CH2:9][CH2:8][N:7]([C:11]2[N:12]=[C:13]([NH:20][C:21]3[CH:26]=[CH:25][C:24]([C:27]4([CH3:33])[CH2:32][CH2:31][NH:30][CH2:29][CH2:28]4)=[CH:23][CH:22]=3)[C:14]([C:17]([NH2:19])=[O:18])=[N:15][CH:16]=2)[CH2:6]1.CCN(C(C)C)C(C)C.[C:45]1(=O)[CH2:49][CH2:48][CH2:47][CH2:46]1.CC(O)=O.[BH-](OC(C)=O)(OC(C)=O)OC(C)=O.[Na+].[Cl:69]CCCl. Product: [CH:45]1([N:30]2[CH2:29][CH2:28][C:27]([C:24]3[CH:25]=[CH:26][C:21]([NH:20][C:13]4[C:14]([C:17]([NH2:19])=[O:18])=[N:15][CH:16]=[C:11]([N:7]5[CH2:8][CH2:9][CH2:10][C@@H:5]([NH:4][C:3]([N:2]([CH3:1])[CH3:35])=[O:34])[CH2:6]5)[N:12]=4)=[CH:22][CH:23]=3)([CH3:33])[CH2:32][CH2:31]2)[CH2:49][CH2:48][CH2:47][CH2:46]1.[ClH:69]. The catalyst class is: 169. (6) Reactant: [CH:1]1([C:4]([OH:6])=O)[CH2:3][CH2:2]1.[NH:7]([C:9]([CH:11]1[CH2:16][CH2:15][N:14]([C:17]([O:19][C:20]([CH3:23])([CH3:22])[CH3:21])=[O:18])[CH2:13][CH2:12]1)=[O:10])[NH2:8].C(N(CC)CC)C.C(P1(=O)OP(CCC)(=O)OP(CCC)(=O)O1)CC. Product: [CH:1]1([C:4]([NH:8][NH:7][C:9]([CH:11]2[CH2:16][CH2:15][N:14]([C:17]([O:19][C:20]([CH3:23])([CH3:22])[CH3:21])=[O:18])[CH2:13][CH2:12]2)=[O:10])=[O:6])[CH2:3][CH2:2]1. The catalyst class is: 59. (7) Reactant: [Cl:1][C:2]1[C:7]([NH:8][C:9]2[CH:17]=[C:16]3[C:12]([C:13]([CH:31]=O)=[CH:14][N:15]3[S:18]([C:21]3[CH:26]=[CH:25][CH:24]=[C:23]([C:27]([F:30])([F:29])[F:28])[CH:22]=3)(=[O:20])=[O:19])=[CH:11][CH:10]=2)=[CH:6][CH:5]=[C:4]([O:33][CH3:34])[N:3]=1.C([BH3-])#N.[Na+].[CH2:39]([NH2:41])[CH3:40].CO.C(=O)(O)[O-].[Na+]. Product: [Cl:1][C:2]1[C:7]([NH:8][C:9]2[CH:17]=[C:16]3[C:12]([C:13]([CH2:31][NH:41][CH2:39][CH3:40])=[CH:14][N:15]3[S:18]([C:21]3[CH:26]=[CH:25][CH:24]=[C:23]([C:27]([F:30])([F:28])[F:29])[CH:22]=3)(=[O:19])=[O:20])=[CH:11][CH:10]=2)=[CH:6][CH:5]=[C:4]([O:33][CH3:34])[N:3]=1. The catalyst class is: 5.